Dataset: Full USPTO retrosynthesis dataset with 1.9M reactions from patents (1976-2016). Task: Predict the reactants needed to synthesize the given product. Given the product [O:21]=[C:15]1[C:14]2[CH:13]=[C:12]([C:5]3[CH:6]=[CH:7][CH:8]=[C:9]4[C:4]=3[N:3]=[C:2]([NH:22][C@@H:23]3[CH2:28][CH2:27][CH2:26][N:25]([C:29]([O:31][C:32]([CH3:35])([CH3:34])[CH3:33])=[O:30])[CH2:24]3)[CH:11]=[CH:10]4)[NH:20][C:19]=2[CH2:18][CH2:17][NH:16]1, predict the reactants needed to synthesize it. The reactants are: Cl[C:2]1[CH:11]=[CH:10][C:9]2[C:4](=[C:5]([C:12]3[NH:20][C:19]4[CH2:18][CH2:17][NH:16][C:15](=[O:21])[C:14]=4[CH:13]=3)[CH:6]=[CH:7][CH:8]=2)[N:3]=1.[NH2:22][C@@H:23]1[CH2:28][CH2:27][CH2:26][N:25]([C:29]([O:31][C:32]([CH3:35])([CH3:34])[CH3:33])=[O:30])[CH2:24]1.